Dataset: Catalyst prediction with 721,799 reactions and 888 catalyst types from USPTO. Task: Predict which catalyst facilitates the given reaction. (1) The catalyst class is: 18. Reactant: [CH2:1]([O:3][C:4](=[O:17])[CH2:5][NH:6][S:7]([C:10]1[CH:15]=[CH:14][C:13]([F:16])=[CH:12][CH:11]=1)(=[O:9])=[O:8])[CH3:2].[C:18](=O)([O-])[O-].[K+].[K+].IC. Product: [CH2:1]([O:3][C:4](=[O:17])[CH2:5][N:6]([S:7]([C:10]1[CH:15]=[CH:14][C:13]([F:16])=[CH:12][CH:11]=1)(=[O:9])=[O:8])[CH3:18])[CH3:2]. (2) Reactant: [NH:1]1[CH2:6][CH2:5][CH:4]([O:7][CH2:8][C:9]2[N:13]=[C:12]([C:14]3[CH:19]=[CH:18][N:17]=[C:16]([C:20]#[N:21])[CH:15]=3)[O:11][N:10]=2)[CH2:3][CH2:2]1.C(N(CC)CC)C.[C:29]1([O:35][C:36](Cl)=[O:37])[CH:34]=[CH:33][CH:32]=[CH:31][CH:30]=1. Product: [C:29]1([O:35][C:36]([N:1]2[CH2:6][CH2:5][CH:4]([O:7][CH2:8][C:9]3[N:13]=[C:12]([C:14]4[CH:19]=[CH:18][N:17]=[C:16]([C:20]#[N:21])[CH:15]=4)[O:11][N:10]=3)[CH2:3][CH2:2]2)=[O:37])[CH:34]=[CH:33][CH:32]=[CH:31][CH:30]=1. The catalyst class is: 91. (3) Reactant: Br[C:2]1[CH:7]=[C:6]([C:8]([F:11])([F:10])[F:9])[CH:5]=[CH:4][C:3]=1[S:12]([NH:15][C:16]([CH3:19])([CH3:18])[CH3:17])(=[O:14])=[O:13].C([O-])(=O)C.[K+].[B:25]1([B:25]2[O:29][C:28]([CH3:31])([CH3:30])[C:27]([CH3:33])([CH3:32])[O:26]2)[O:29][C:28]([CH3:31])([CH3:30])[C:27]([CH3:33])([CH3:32])[O:26]1. Product: [C:16]([NH:15][S:12]([C:3]1[CH:4]=[CH:5][C:6]([C:8]([F:11])([F:10])[F:9])=[CH:7][C:2]=1[B:25]1[O:29][C:28]([CH3:31])([CH3:30])[C:27]([CH3:33])([CH3:32])[O:26]1)(=[O:14])=[O:13])([CH3:19])([CH3:18])[CH3:17]. The catalyst class is: 151.